Dataset: Forward reaction prediction with 1.9M reactions from USPTO patents (1976-2016). Task: Predict the product of the given reaction. (1) Given the reactants [C:1]([O:5][C:6]([N:8]([CH2:54][CH2:55][N:56]([CH3:58])[CH3:57])[CH2:9][C:10]([C@H:12]1[C@@H:16]2[C@@H:17]3[C@@:30]([CH3:33])([CH2:31][CH2:32][C@@:15]2([C:51](O)=[O:52])[CH2:14][CH2:13]1)[C@@:29]1([CH3:34])[C@@H:20]([C@:21]2([CH3:50])[C@@H:26]([CH2:27][CH2:28]1)[C:25]([CH3:36])([CH3:35])[C:24]([C:37]1[CH:42]=[CH:41][C:40]([C:43]([O:45][C:46]([CH3:49])([CH3:48])[CH3:47])=[O:44])=[CH:39][CH:38]=1)=[CH:23][CH2:22]2)[CH2:19][CH2:18]3)=[CH2:11])=[O:7])([CH3:4])([CH3:3])[CH3:2].C(Cl)(=O)C(Cl)=O.CCN(C(C)C)C(C)C.Cl.[NH2:75][CH2:76][CH2:77][C:78]([O:80][CH2:81][CH3:82])=[O:79], predict the reaction product. The product is: [C:1]([O:5][C:6]([N:8]([CH2:54][CH2:55][N:56]([CH3:57])[CH3:58])[CH2:9][C:10]([C@H:12]1[C@@H:16]2[C@@H:17]3[C@@:30]([CH3:33])([CH2:31][CH2:32][C@@:15]2([C:51](=[O:52])[NH:75][CH2:76][CH2:77][C:78]([O:80][CH2:81][CH3:82])=[O:79])[CH2:14][CH2:13]1)[C@@:29]1([CH3:34])[C@@H:20]([C@:21]2([CH3:50])[C@@H:26]([CH2:27][CH2:28]1)[C:25]([CH3:36])([CH3:35])[C:24]([C:37]1[CH:42]=[CH:41][C:40]([C:43]([O:45][C:46]([CH3:47])([CH3:48])[CH3:49])=[O:44])=[CH:39][CH:38]=1)=[CH:23][CH2:22]2)[CH2:19][CH2:18]3)=[CH2:11])=[O:7])([CH3:2])([CH3:3])[CH3:4]. (2) Given the reactants [CH:1]1([O:5][C:6]2[C:15](B3OC(C)(C)C(C)(C)O3)=[CH:14][CH:13]=[C:12]3[C:7]=2[CH2:8][CH2:9][C@H:10]([CH3:30])[N:11]3[C:25]([CH:27]2[CH2:29][CH2:28]2)=[O:26])[CH2:4][CH2:3][CH2:2]1.Br[C:32]1[CH:36]=[N:35][N:34]2[CH2:37][CH2:38][N:39]([C:40]([O:42][C:43]([CH3:46])([CH3:45])[CH3:44])=[O:41])[C:33]=12.C(=O)([O-])[O-].[Na+].[Na+].O1CCOCC1, predict the reaction product. The product is: [CH:1]1([O:5][C:6]2[C:15]([C:32]3[CH:36]=[N:35][N:34]4[CH2:37][CH2:38][N:39]([C:40]([O:42][C:43]([CH3:46])([CH3:45])[CH3:44])=[O:41])[C:33]=34)=[CH:14][CH:13]=[C:12]3[C:7]=2[CH2:8][CH2:9][C@H:10]([CH3:30])[N:11]3[C:25]([CH:27]2[CH2:28][CH2:29]2)=[O:26])[CH2:2][CH2:3][CH2:4]1. (3) Given the reactants [CH2:1]([O:8][C@H:9]1[C@H:14]([O:15][CH2:16]C2C=CC=CC=2)[C@@H:13]([O:23][CH2:24][C:25]2[CH:30]=[CH:29][CH:28]=[CH:27][CH:26]=2)[C@@:12]([C:33]2[CH:38]=[CH:37][C:36]([Cl:39])=[C:35]([CH2:40][C:41]3[CH:46]=[CH:45][C:44]([O:47][CH2:48][CH3:49])=[C:43]([F:50])[C:42]=3[F:51])[CH:34]=2)([O:31][CH3:32])[O:11][C:10]1([CH2:54][OH:55])CO)C1C=CC=CC=1.F[C:57](F)(F)[C:58](O)=O, predict the reaction product. The product is: [CH2:1]([O:8][C@H:9]1[C@H:14]([O:15][CH2:16][C:58]2[CH:57]=[CH:54][CH:10]=[CH:9][CH:14]=2)[C@@H:13]([O:23][CH2:24][C:25]2[CH:26]=[CH:27][CH:28]=[CH:29][CH:30]=2)[C@:12]2([C:33]3[CH:38]=[CH:37][C:36]([Cl:39])=[C:35]([CH2:40][C:41]4[CH:46]=[CH:45][C:44]([O:47][CH2:48][CH3:49])=[C:43]([F:50])[C:42]=4[F:51])[CH:34]=3)[O:11][C@@:10]1([CH2:54][OH:55])[CH2:32][O:31]2)[C:25]1[CH:30]=[CH:29][CH:28]=[CH:27][CH:26]=1. (4) Given the reactants CC1(C)C=C(C)C2C(=CC=C(O[S:14](C(F)(F)F)(=O)=O)C=2)N1.FC1C=[CH:25][C:26](OC)=[C:27]([C:29]2[CH:30]=[C:31]3[C:36](=[CH:37][CH:38]=2)[NH:35][C:34]([CH3:40])([CH3:39])[CH:33]=[C:32]3[CH2:41][S:42][CH2:43][CH2:44][C:45]2C=CC=CC=2)[CH:28]=1.FC1C=CC(OC)=C(B(O)O)C=1.C1(CCS)C=CC=CC=1, predict the reaction product. The product is: [CH2:43]([S:42][CH2:41][C:32]1[C:31]2[C:36](=[CH:37][CH:38]=[C:29]([C:27]3[CH:26]=[CH:25][S:14][CH:28]=3)[CH:30]=2)[NH:35][C:34]([CH3:39])([CH3:40])[CH:33]=1)[CH:44]=[CH2:45]. (5) Given the reactants Cl[C:2]1[N:7]([CH3:8])[C:6](=[O:9])[N:5]([CH3:10])[C:4](=[O:11])[C:3]=1[CH:12]=[O:13].C(N(CC)CC)C.[CH3:21][NH:22][CH2:23][CH:24]=[CH2:25], predict the reaction product. The product is: [CH2:23]([N:22]([CH3:21])[C:2]1[N:7]([CH3:8])[C:6](=[O:9])[N:5]([CH3:10])[C:4](=[O:11])[C:3]=1[CH:12]=[O:13])[CH:24]=[CH2:25]. (6) Given the reactants [OH:1][CH2:2][C:3]1[O:7][N:6]=[C:5]([C:8]([O:10]CC)=[O:9])[CH:4]=1.[Cl:13][C:14]1[CH:21]=[CH:20][C:17]([CH2:18]Br)=[CH:16][C:15]=1[F:22].[H-].[Na+].Cl.[OH-].[K+], predict the reaction product. The product is: [Cl:13][C:14]1[CH:21]=[CH:20][C:17]([CH2:18][O:1][CH2:2][C:3]2[O:7][N:6]=[C:5]([C:8]([OH:10])=[O:9])[CH:4]=2)=[CH:16][C:15]=1[F:22]. (7) The product is: [CH3:8][C:6]1[C:5]2[C:9]([N:31]3[CH2:32][CH2:33][O:34][CH2:35][CH2:36]3)=[N:10][NH:11][C:4]=2[CH:3]=[C:2]([NH:48][C:49](=[O:50])[NH2:51])[N:7]=1. Given the reactants Cl[C:2]1[N:7]=[C:6]([CH3:8])[C:5]2[C:9]([N:31]3[CH2:36][CH2:35][O:34][CH2:33][CH2:32]3)=[N:10][N:11](C(C3C=CC=CC=3)(C3C=CC=CC=3)C3C=CC=CC=3)[C:4]=2[CH:3]=1.FC1C=CC([C@H]([NH:48][C:49]([NH2:51])=[O:50])[C@H](O)C)=CC=1.C(=O)([O-])[O-].[Cs+].[Cs+].C([SiH](CC)CC)C, predict the reaction product. (8) Given the reactants [N:1]1[C:10]2[C:9](=O)[CH2:8][CH2:7][CH2:6][C:5]=2[CH:4]=[CH:3][CH:2]=1.[NH2:12][CH2:13][CH2:14][CH2:15][CH2:16][NH:17][C:18](=[O:24])[O:19][C:20]([CH3:23])([CH3:22])[CH3:21].[BH4-].[Na+], predict the reaction product. The product is: [N:1]1[C:10]2[CH:9]([NH:12][CH2:13][CH2:14][CH2:15][CH2:16][NH:17][C:18](=[O:24])[O:19][C:20]([CH3:22])([CH3:21])[CH3:23])[CH2:8][CH2:7][CH2:6][C:5]=2[CH:4]=[CH:3][CH:2]=1. (9) Given the reactants [C:1]([O:5][C:6]([N:8]1[CH2:13][CH2:12][CH:11]([C:14]2[S:15][CH:16]=[C:17]([CH2:19]Cl)[N:18]=2)[CH2:10][CH2:9]1)=[O:7])([CH3:4])([CH3:3])[CH3:2].[CH3:21][S:22][C:23]1[N:28]=[CH:27][C:26]([OH:29])=[CH:25][N:24]=1, predict the reaction product. The product is: [C:1]([O:5][C:6]([N:8]1[CH2:13][CH2:12][CH:11]([C:14]2[S:15][CH:16]=[C:17]([CH2:19][O:29][C:26]3[CH:25]=[N:24][C:23]([S:22][CH3:21])=[N:28][CH:27]=3)[N:18]=2)[CH2:10][CH2:9]1)=[O:7])([CH3:4])([CH3:3])[CH3:2].